From a dataset of Catalyst prediction with 721,799 reactions and 888 catalyst types from USPTO. Predict which catalyst facilitates the given reaction. (1) Reactant: [CH2:1]([C:15]1[CH:21]=[CH:20][C:18]([NH2:19])=[CH:17][CH:16]=1)[CH2:2][CH2:3][CH2:4][CH2:5][CH2:6][CH2:7][CH2:8][CH2:9][CH2:10][CH2:11][CH2:12][CH2:13][CH3:14].O.[N:23]([O-])=O.[Na+].[CH2:27]([CH:29]([CH2:40][CH2:41][CH2:42][CH3:43])[CH2:30][N:31]1[C:36]([OH:37])=[CH:35][C:34]([CH3:38])=[CH:33][C:32]1=[O:39])[CH3:28]. Product: [CH2:27]([CH:29]([CH2:40][CH2:41][CH2:42][CH3:43])[CH2:30][N:31]1[C:36]([OH:37])=[C:35](/[N:23]=[N:19]/[C:18]2[CH:17]=[CH:16][C:15]([CH2:1][CH2:2][CH2:3][CH2:4][CH2:5][CH2:6][CH2:7][CH2:8][CH2:9][CH2:10][CH2:11][CH2:12][CH2:13][CH3:14])=[CH:21][CH:20]=2)[C:34]([CH3:38])=[CH:33][C:32]1=[O:39])[CH3:28]. The catalyst class is: 33. (2) Reactant: ClC(OCC(C)C)=O.[C:9]([O:13][C:14](=[O:40])[CH2:15][CH2:16][CH2:17][CH2:18][C:19]1[N:20]([C:33]2[CH:38]=[CH:37][C:36]([F:39])=[CH:35][CH:34]=2)[C:21](=[O:32])[C:22]2[C:27]([CH:28]=1)=[CH:26][C:25]([C:29](O)=[O:30])=[CH:24][CH:23]=2)([CH3:12])([CH3:11])[CH3:10].CCN(C(C)C)C(C)C.[BH4-].[Na+]. Product: [F:39][C:36]1[CH:37]=[CH:38][C:33]([N:20]2[C:19]([CH2:18][CH2:17][CH2:16][CH2:15][C:14]([O:13][C:9]([CH3:10])([CH3:12])[CH3:11])=[O:40])=[CH:28][C:27]3[C:22](=[CH:23][CH:24]=[C:25]([CH2:29][OH:30])[CH:26]=3)[C:21]2=[O:32])=[CH:34][CH:35]=1. The catalyst class is: 98. (3) Reactant: [C:1]([NH:5][C:6]([C:8]1[CH:9]=[C:10]([C:17]2[N:21]([CH2:22][CH:23]3[CH2:28][CH2:27][CH2:26][CH2:25][CH2:24]3)[C:20]([CH3:29])=[C:19]([C:30](O)=[O:31])[CH:18]=2)[N:11]2[C:16]=1[CH:15]=[CH:14][CH:13]=[CH:12]2)=[O:7])([CH3:4])([CH3:3])[CH3:2].CN(C(ON1N=NC2C=CC=NC1=2)=[N+](C)C)C.F[P-](F)(F)(F)(F)F.CCN(C(C)C)C(C)C.[NH2:66][CH:67]1[CH2:72][CH2:71][O:70][CH2:69][CH2:68]1. Product: [C:1]([NH:5][C:6]([C:8]1[CH:9]=[C:10]([C:17]2[N:21]([CH2:22][CH:23]3[CH2:24][CH2:25][CH2:26][CH2:27][CH2:28]3)[C:20]([CH3:29])=[C:19]([C:30](=[O:31])[NH:66][CH:67]3[CH2:72][CH2:71][O:70][CH2:69][CH2:68]3)[CH:18]=2)[N:11]2[C:16]=1[CH:15]=[CH:14][CH:13]=[CH:12]2)=[O:7])([CH3:4])([CH3:2])[CH3:3]. The catalyst class is: 3. (4) Reactant: [C:1]([O:5][C:6](=[O:38])[C@@H:7]([NH2:37])[CH2:8][C:9]1[CH:14]=[CH:13][C:12]([N:15]2[CH2:19][C:18](=[O:20])[N:17]([CH2:21][CH2:22][Si:23]([CH3:26])([CH3:25])[CH3:24])[S:16]2(=[O:28])=[O:27])=[C:11]([O:29][CH2:30][C:31]2[CH:36]=[CH:35][CH:34]=[CH:33][CH:32]=2)[CH:10]=1)([CH3:4])([CH3:3])[CH3:2].C(N(CC)CC)C.[C:46]1([S:52](Cl)(=[O:54])=[O:53])[CH:51]=[CH:50][CH:49]=[CH:48][CH:47]=1. Product: [C:1]([O:5][C:6](=[O:38])[C@@H:7]([NH:37][S:52]([C:46]1[CH:51]=[CH:50][CH:49]=[CH:48][CH:47]=1)(=[O:54])=[O:53])[CH2:8][C:9]1[CH:14]=[CH:13][C:12]([N:15]2[CH2:19][C:18](=[O:20])[N:17]([CH2:21][CH2:22][Si:23]([CH3:26])([CH3:25])[CH3:24])[S:16]2(=[O:27])=[O:28])=[C:11]([O:29][CH2:30][C:31]2[CH:32]=[CH:33][CH:34]=[CH:35][CH:36]=2)[CH:10]=1)([CH3:4])([CH3:2])[CH3:3]. The catalyst class is: 23. (5) Reactant: Br[C:2]1[C:3]([Cl:8])=[N:4][CH:5]=[N:6][CH:7]=1.C([Mg]Cl)(C)C.[CH:14]([CH:16]1[CH2:21][CH2:20][N:19]([C:22]([O:24][C:25]([CH3:28])([CH3:27])[CH3:26])=[O:23])[CH2:18][CH2:17]1)=[O:15].[NH4+].[Cl-]. Product: [Cl:8][C:3]1[C:2]([CH:14]([OH:15])[CH:16]2[CH2:21][CH2:20][N:19]([C:22]([O:24][C:25]([CH3:27])([CH3:26])[CH3:28])=[O:23])[CH2:18][CH2:17]2)=[CH:7][N:6]=[CH:5][N:4]=1. The catalyst class is: 1. (6) Reactant: [NH2:1][C:2]1[C:7]([C:8]#[N:9])=[C:6]([NH:10][C@H:11]([C:13]2[N:17]([CH3:18])[C:16]3[C:19](Br)=[C:20]([F:23])[CH:21]=[CH:22][C:15]=3[N:14]=2)[CH3:12])[N:5]=[CH:4][N:3]=1.[C:25]1(B(O)O)[CH:30]=[CH:29][CH:28]=[CH:27][CH:26]=1.C(=O)([O-])[O-].[Cs+].[Cs+]. Product: [NH2:1][C:2]1[C:7]([C:8]#[N:9])=[C:6]([NH:10][C@H:11]([C:13]2[N:17]([CH3:18])[C:16]3[C:19]([C:25]4[CH:30]=[CH:29][CH:28]=[CH:27][CH:26]=4)=[C:20]([F:23])[CH:21]=[CH:22][C:15]=3[N:14]=2)[CH3:12])[N:5]=[CH:4][N:3]=1. The catalyst class is: 70. (7) Product: [Cl:1][C:2]1[CH:7]=[C:6]([F:8])[CH:5]=[CH:4][C:3]=1[NH:9][C:10]1[C:11]([NH2:16])=[CH:12][CH:13]=[CH:14][CH:15]=1. Reactant: [Cl:1][C:2]1[CH:7]=[C:6]([F:8])[CH:5]=[CH:4][C:3]=1[NH:9][C:10]1[CH:15]=[CH:14][CH:13]=[CH:12][C:11]=1[N+:16]([O-])=O. The catalyst class is: 29.